From a dataset of Forward reaction prediction with 1.9M reactions from USPTO patents (1976-2016). Predict the product of the given reaction. (1) Given the reactants O[CH2:2][C:3]1[CH:8]=[CH:7][C:6]([CH2:9][CH2:10][C:11]2[N:12]=[C:13]([NH:27][C:28](=[O:30])[CH3:29])[S:14][C:15]=2[CH2:16][C:17]2[CH:22]=[CH:21][C:20]([S:23]([CH3:26])(=[O:25])=[O:24])=[CH:19][CH:18]=2)=[CH:5][CH:4]=1.C(Cl)[Cl:32].CN(C=O)C.CS(Cl)(=O)=O, predict the reaction product. The product is: [Cl:32][CH2:2][C:3]1[CH:8]=[CH:7][C:6]([CH2:9][CH2:10][C:11]2[N:12]=[C:13]([NH:27][C:28](=[O:30])[CH3:29])[S:14][C:15]=2[CH2:16][C:17]2[CH:22]=[CH:21][C:20]([S:23]([CH3:26])(=[O:25])=[O:24])=[CH:19][CH:18]=2)=[CH:5][CH:4]=1. (2) Given the reactants [CH2:1]([O:8][C:9]([N:11]1[CH2:15][CH2:14][CH:13]([O:16][C:17]2[CH:22]=[CH:21][C:20]([NH2:23])=[C:19]([CH2:24][S:25]([C:28]3[C:37]4[C:32](=[CH:33][CH:34]=[CH:35][CH:36]=4)[CH:31]=[CH:30][CH:29]=3)(=[O:27])=[O:26])[CH:18]=2)[CH2:12]1)=[O:10])[C:2]1[CH:7]=[CH:6][CH:5]=[CH:4][CH:3]=1.[N:38]([O-])=O.[Na+].C(=O)([O-])[O-].[Na+].[Na+], predict the reaction product. The product is: [CH2:1]([O:8][C:9]([N:11]1[CH2:15][CH2:14][CH:13]([O:16][C:17]2[CH:18]=[C:19]3[C:20](=[CH:21][CH:22]=2)[NH:23][N:38]=[C:24]3[S:25]([C:28]2[C:37]3[C:32](=[CH:33][CH:34]=[CH:35][CH:36]=3)[CH:31]=[CH:30][CH:29]=2)(=[O:27])=[O:26])[CH2:12]1)=[O:10])[C:2]1[CH:7]=[CH:6][CH:5]=[CH:4][CH:3]=1. (3) Given the reactants C(O)(C(F)(F)F)=O.[NH2:8][C:9](=[O:53])[CH2:10][C:11]1[CH:48]=[C:47]([C:49]([F:52])([F:51])[F:50])[CH:46]=[CH:45][C:12]=1[CH2:13][CH2:14][C:15]1[C:20]([C:21]([F:24])([F:23])[F:22])=[CH:19][N:18]=[C:17]([NH:25][C:26]2[CH:31]=[CH:30][C:29]([CH:32]3[CH2:37][CH2:36][N:35](C(OC(C)(C)C)=O)[CH2:34][CH2:33]3)=[CH:28][CH:27]=2)[N:16]=1, predict the reaction product. The product is: [NH:35]1[CH2:36][CH2:37][CH:32]([C:29]2[CH:30]=[CH:31][C:26]([NH:25][C:17]3[N:16]=[C:15]([CH2:14][CH2:13][C:12]4[CH:45]=[CH:46][C:47]([C:49]([F:50])([F:51])[F:52])=[CH:48][C:11]=4[CH2:10][C:9]([NH2:8])=[O:53])[C:20]([C:21]([F:24])([F:22])[F:23])=[CH:19][N:18]=3)=[CH:27][CH:28]=2)[CH2:33][CH2:34]1. (4) Given the reactants Cl[C:2]1[N:3]=[C:4]([N:12]2[CH2:17][CH2:16][O:15][CH2:14][CH2:13]2)[C:5]2[S:10][C:9](I)=[CH:8][C:6]=2[N:7]=1.CC1(C)C(C)(C)OB([C:26]2[CH:27]=[N:28][NH:29][CH:30]=2)O1, predict the reaction product. The product is: [NH:28]1[C:27]2[C:26](=[C:4]([C:2]3[N:3]=[C:4]([N:12]4[CH2:17][CH2:16][O:15][CH2:14][CH2:13]4)[C:5]4[S:10][C:9]([C:26]5[CH:30]=[N:29][NH:28][CH:27]=5)=[CH:8][C:6]=4[N:7]=3)[CH:5]=[CH:6][CH:8]=2)[CH:30]=[N:29]1. (5) Given the reactants [CH3:1][O:2][C:3](=[O:27])[C:4]1[CH:9]=[CH:8][C:7]([CH2:10][N:11]2[C:15]3[CH:16]=[C:17]([CH2:21]O)[CH:18]=[C:19]([CH3:20])[C:14]=3[N:13]=[C:12]2[CH2:23][CH2:24][CH3:25])=[CH:6][C:5]=1[F:26].CCN(C(C)C)C(C)C.CS(Cl)(=O)=O.[N-:42]=[N+:43]=[N-:44].[Na+], predict the reaction product. The product is: [CH3:1][O:2][C:3](=[O:27])[C:4]1[CH:9]=[CH:8][C:7]([CH2:10][N:11]2[C:15]3[CH:16]=[C:17]([CH2:21][N:42]=[N+:43]=[N-:44])[CH:18]=[C:19]([CH3:20])[C:14]=3[N:13]=[C:12]2[CH2:23][CH2:24][CH3:25])=[CH:6][C:5]=1[F:26].